This data is from Full USPTO retrosynthesis dataset with 1.9M reactions from patents (1976-2016). The task is: Predict the reactants needed to synthesize the given product. (1) Given the product [CH3:1][CH:2]1[CH2:6][C:5]2([CH2:7][CH2:8][NH:9][CH2:10][CH2:11]2)[C:4](=[O:19])[N:3]1[C:20]1[CH2:21][O:22][C:23](=[O:25])[CH:24]=1, predict the reactants needed to synthesize it. The reactants are: [CH3:1][CH:2]1[CH2:6][C:5]2([CH2:11][CH2:10][N:9](C(OC(C)(C)C)=O)[CH2:8][CH2:7]2)[C:4](=[O:19])[N:3]1[C:20]1[CH2:21][O:22][C:23](=[O:25])[CH:24]=1.C(O)(C(F)(F)F)=O. (2) Given the product [CH2:24]([O:23][C:21]([C:20]1[O:1][C:2]2[C:3]([CH:4]=[O:5])=[CH:6][C:7]([CH3:12])=[CH:8][C:9]=2[CH:10]=1)=[O:22])[CH3:25], predict the reactants needed to synthesize it. The reactants are: [OH:1][C:2]1[C:9]([CH:10]=O)=[CH:8][C:7]([CH3:12])=[CH:6][C:3]=1[CH:4]=[O:5].C(=O)([O-])[O-].[K+].[K+].Br[CH:20](C(OCC)=O)[C:21]([O:23][CH2:24][CH3:25])=[O:22]. (3) Given the product [C:1]([O:5][CH:6]([C:11]1[C:12]([C:25]2[CH:30]=[CH:29][C:28]([C:31]#[N:32])=[CH:27][CH:26]=2)=[C:13]2[C:20]([CH3:21])=[C:19]([CH3:22])[N:18]([CH2:23][CH3:24])[C:14]2=[N:15][C:16]=1[CH3:17])[C:7]([O:9][CH3:10])=[O:8])([CH3:2])([CH3:3])[CH3:4], predict the reactants needed to synthesize it. The reactants are: [C:1]([O:5][CH:6]([C:11]1[C:12]([C:25]2[CH:30]=[CH:29][CH:28]=[CH:27][CH:26]=2)=[C:13]2[C:20]([CH3:21])=[C:19]([CH3:22])[N:18]([CH2:23][CH3:24])[C:14]2=[N:15][C:16]=1[CH3:17])[C:7]([O:9][CH3:10])=[O:8])([CH3:4])([CH3:3])[CH3:2].[C:31](C1C=CC(B(O)O)=CC=1)#[N:32].C(=O)(O)[O-].[Na+]. (4) Given the product [Cl:1][C:2]1[CH:3]=[C:4]2[C:10]3([CH2:14][CH2:13][N:12]([CH2:15][C:16]([NH:30][CH3:29])=[O:18])[CH2:11]3)[CH2:9][N:8]([C:20]([NH:21][C:22]3[S:23][C:24]([Cl:27])=[CH:25][N:26]=3)=[O:28])[C:5]2=[CH:6][CH:7]=1, predict the reactants needed to synthesize it. The reactants are: [Cl:1][C:2]1[CH:3]=[C:4]2[C:10]3([CH2:14][CH2:13][N:12]([CH2:15][C:16]([O:18]C)=O)[CH2:11]3)[CH2:9][N:8]([C:20](=[O:28])[NH:21][C:22]3[S:23][C:24]([Cl:27])=[CH:25][N:26]=3)[C:5]2=[CH:6][CH:7]=1.[CH3:29][NH2:30].O1CCCC1.N.CO. (5) Given the product [Br:1][C:2]1[C:3]([O:18][CH3:19])=[C:4]2[C:8](=[CH:9][CH:10]=1)[N:7]([C:28]([C:22]1[CH:27]=[CH:26][CH:25]=[CH:24][CH:23]=1)([C:35]1[CH:36]=[CH:37][CH:38]=[CH:39][CH:40]=1)[C:29]1[CH:30]=[CH:31][CH:32]=[CH:33][CH:34]=1)[N:6]=[C:5]2[C:11]1[CH:16]=[CH:15][CH:14]=[C:13]([F:17])[CH:12]=1, predict the reactants needed to synthesize it. The reactants are: [Br:1][C:2]1[C:3]([O:18][CH3:19])=[C:4]2[C:8](=[CH:9][CH:10]=1)[NH:7][N:6]=[C:5]2[C:11]1[CH:16]=[CH:15][CH:14]=[C:13]([F:17])[CH:12]=1.[H-].[Na+].[C:22]1([C:28](Cl)([C:35]2[CH:40]=[CH:39][CH:38]=[CH:37][CH:36]=2)[C:29]2[CH:34]=[CH:33][CH:32]=[CH:31][CH:30]=2)[CH:27]=[CH:26][CH:25]=[CH:24][CH:23]=1.[Cl-].[NH4+]. (6) Given the product [CH3:2][O:3][C:4]1[CH:5]=[C:6]([C:12]2[C:13]([CH3:25])([CH3:24])[C:14](=[O:23])[N:15]([CH:17]3[CH2:22][CH2:21][N:20]([C:29]([C:28]4[CH:32]=[C:33]([O:36][CH2:37][O:38][CH3:39])[CH:34]=[CH:35][C:27]=4[F:26])=[O:30])[CH2:19][CH2:18]3)[N:16]=2)[CH:7]=[CH:8][C:9]=1[O:10][CH3:11], predict the reactants needed to synthesize it. The reactants are: Cl.[CH3:2][O:3][C:4]1[CH:5]=[C:6]([C:12]2[C:13]([CH3:25])([CH3:24])[C:14](=[O:23])[N:15]([CH:17]3[CH2:22][CH2:21][NH:20][CH2:19][CH2:18]3)[N:16]=2)[CH:7]=[CH:8][C:9]=1[O:10][CH3:11].[F:26][C:27]1[CH:35]=[CH:34][C:33]([O:36][CH2:37][O:38][CH3:39])=[CH:32][C:28]=1[C:29](O)=[O:30].C1C=CC2N(O)N=NC=2C=1.Cl. (7) Given the product [Br:1][C:2]1[N:3]=[C:4]2[C:10]([C:11]([NH:13][C:14]([CH3:17])([CH3:16])[CH3:15])=[O:12])=[CH:9][NH:8][C:5]2=[N:6][CH:7]=1, predict the reactants needed to synthesize it. The reactants are: [Br:1][C:2]1[N:3]=[C:4]2[C:10]([C:11]([NH:13][C:14]([CH3:17])([CH3:16])[CH3:15])=[O:12])=[CH:9][N:8](COCC[Si](C)(C)C)[C:5]2=[N:6][CH:7]=1.FC(F)(F)C(O)=O. (8) Given the product [C:1]([O:5][C:6](=[O:29])[NH:7][C:8]([CH3:27])([CH3:28])[CH2:9][C:10]1[C:18]2[C:13](=[C:14]([CH:31]=[CH:30][S:32]([CH3:35])(=[O:34])=[O:33])[CH:15]=[CH:16][CH:17]=2)[NH:12][CH:11]=1)([CH3:2])([CH3:4])[CH3:3], predict the reactants needed to synthesize it. The reactants are: [C:1]([O:5][C:6](=[O:29])[NH:7][C:8]([CH3:28])([CH3:27])[CH2:9][C:10]1[C:18]2[C:13](=[C:14](CS(C(F)(F)F)(=O)=O)[CH:15]=[CH:16][CH:17]=2)[NH:12][CH:11]=1)([CH3:4])([CH3:3])[CH3:2].[CH:30]([S:32]([CH3:35])(=[O:34])=[O:33])=[CH2:31]. (9) Given the product [O:1]1[CH2:6][CH2:5][CH2:4][CH2:3][CH:2]1[N:7]1[C:11]([Sn:25]([CH2:26][CH2:27][CH2:28][CH3:29])([CH2:30][CH2:31][CH2:32][CH3:33])[CH2:21][CH2:22][CH2:23][CH3:24])=[CH:10][C:9]([C:12]([F:15])([F:13])[F:14])=[N:8]1, predict the reactants needed to synthesize it. The reactants are: [O:1]1[CH2:6][CH2:5][CH2:4][CH2:3][CH:2]1[N:7]1[CH:11]=[CH:10][C:9]([C:12]([F:15])([F:14])[F:13])=[N:8]1.[Li]CCCC.[CH2:21]([Sn:25](Cl)([CH2:30][CH2:31][CH2:32][CH3:33])[CH2:26][CH2:27][CH2:28][CH3:29])[CH2:22][CH2:23][CH3:24].